Predict the reactants needed to synthesize the given product. From a dataset of Full USPTO retrosynthesis dataset with 1.9M reactions from patents (1976-2016). (1) Given the product [C:1]([O:5][C:6]([N:8]1[C:12]2=[N:13][CH:14]=[C:15]([OH:17])[CH:16]=[C:11]2[CH:10]=[C:9]1[C:25]([N:27]1[CH2:32][CH2:31][C:30]([F:34])([F:33])[CH2:29][CH2:28]1)=[O:26])=[O:7])([CH3:4])([CH3:2])[CH3:3], predict the reactants needed to synthesize it. The reactants are: [C:1]([O:5][C:6]([N:8]1[C:12]2=[N:13][CH:14]=[C:15]([O:17]CC3C=CC=CC=3)[CH:16]=[C:11]2[CH:10]=[C:9]1[C:25]([N:27]1[CH2:32][CH2:31][C:30]([F:34])([F:33])[CH2:29][CH2:28]1)=[O:26])=[O:7])([CH3:4])([CH3:3])[CH3:2].C(OCC)(=O)C. (2) Given the product [NH2:1][C:2]1[C:7]2[N:8]=[C:9]([CH2:31][CH2:32][CH3:33])[N:10]([CH2:11][CH2:12][CH2:13][CH2:14][NH:15][OH:23])[C:6]=2[C:5]([CH3:34])=[C:4]([CH3:35])[N:3]=1, predict the reactants needed to synthesize it. The reactants are: [NH2:1][C:2]1[C:7]2[N:8]=[C:9]([CH2:31][CH2:32][CH3:33])[N:10]([CH2:11][CH2:12][CH2:13][CH2:14][N:15]([O:23]C(OC(C)(C)C)=O)C(=O)OC(C)(C)C)[C:6]=2[C:5]([CH3:34])=[C:4]([CH3:35])[N:3]=1.Cl.O1CCOCC1.